This data is from Full USPTO retrosynthesis dataset with 1.9M reactions from patents (1976-2016). The task is: Predict the reactants needed to synthesize the given product. Given the product [Cl:1][C:2]1[CH:7]=[CH:6][C:5]([Cl:8])=[CH:4][C:3]=1[C:9]1[C:10]2[C:22](=[O:23])[N:21]([CH3:24])[CH2:20][C:11]=2[N:12]([CH2:16][C:17]([NH:34][C:33]2[CH:35]=[CH:36][C:30]([C:29]3[NH:28][N:27]=[N:26][N:25]=3)=[CH:31][CH:32]=2)=[O:18])[C:13](=[O:15])[CH:14]=1, predict the reactants needed to synthesize it. The reactants are: [Cl:1][C:2]1[CH:7]=[CH:6][C:5]([Cl:8])=[CH:4][C:3]=1[C:9]1[C:10]2[C:22](=[O:23])[N:21]([CH3:24])[CH2:20][C:11]=2[N:12]([CH2:16][C:17](O)=[O:18])[C:13](=[O:15])[CH:14]=1.[NH:25]1[C:29]([C:30]2[CH:36]=[CH:35][C:33]([NH2:34])=[CH:32][CH:31]=2)=[N:28][N:27]=[N:26]1.